Task: Predict the product of the given reaction.. Dataset: Forward reaction prediction with 1.9M reactions from USPTO patents (1976-2016) (1) Given the reactants Cl.[NH2:2][C@@H:3]([CH2:25][CH:26]1[CH2:30][CH2:29][CH2:28][CH2:27]1)[C:4]([NH:6][C@H:7]1[CH2:13][CH2:12][C@@H:11]([CH3:14])[N:10]([S:15]([C:18]2[CH:23]=[CH:22][CH:21]=[CH:20][N:19]=2)(=[O:17])=[O:16])[CH2:9][C@@H:8]1[OH:24])=[O:5].C(OC([N:38]1[CH:42]=[C:41]([C:43](O)=[O:44])[CH:40]=[N:39]1)=O)(C)(C)C.CC(OI1(OC(C)=O)(OC(C)=O)OC(=O)C2C=CC=CC1=2)=O, predict the reaction product. The product is: [CH:26]1([CH2:25][C@H:3]([NH:2][C:43]([C:41]2[CH:42]=[N:38][NH:39][CH:40]=2)=[O:44])[C:4](=[O:5])[NH:6][C@H:7]2[CH2:13][CH2:12][C@@H:11]([CH3:14])[N:10]([S:15]([C:18]3[CH:23]=[CH:22][CH:21]=[CH:20][N:19]=3)(=[O:16])=[O:17])[CH2:9][C:8]2=[O:24])[CH2:27][CH2:28][CH2:29][CH2:30]1. (2) Given the reactants C(N(CC)CC)C.[Cl:8][C:9]1[CH:17]=[CH:16][C:12]([C:13]([OH:15])=O)=[CH:11][C:10]=1[NH:18][C:19]([C:21]1[C:32](=[O:33])[NH:31][C:24]2[N:25]=[C:26]([O:29][CH3:30])[N:27]=[CH:28][C:23]=2[CH:22]=1)=[O:20].CN(C(ON1N=NC2C=CC=NC1=2)=[N+](C)C)C.F[P-](F)(F)(F)(F)F.[CH:58]1[CH:63]=[CH:62][C:61]([CH2:64][CH2:65][NH2:66])=[CH:60][CH:59]=1, predict the reaction product. The product is: [Cl:8][C:9]1[CH:17]=[CH:16][C:12]([C:13](=[O:15])[NH:66][CH2:65][CH2:64][C:61]2[CH:62]=[CH:63][CH:58]=[CH:59][CH:60]=2)=[CH:11][C:10]=1[NH:18][C:19]([C:21]1[C:32](=[O:33])[NH:31][C:24]2[N:25]=[C:26]([O:29][CH3:30])[N:27]=[CH:28][C:23]=2[CH:22]=1)=[O:20]. (3) Given the reactants [NH2:1][C:2]1[CH:7]=[CH:6][C:5]([C:8]2[C:9]3[NH:13][C:12]([C:14]([C:52]4[CH:57]=[C:56]([O:58]C)[CH:55]=[C:54]([O:60]C)[CH:53]=4)=[C:15]4[N:51]=[C:18]([C:19]([C:41]5[CH:46]=[C:45]([O:47]C)[CH:44]=[C:43]([O:49]C)[CH:42]=5)=[C:20]5[NH:40][C:23](=[C:24]([C:30]6[CH:35]=[C:34]([O:36]C)[CH:33]=[C:32]([O:38]C)[CH:31]=6)[C:25]6[CH:26]=[CH:27][C:28]=2[N:29]=6)[CH:22]=[CH:21]5)[CH:17]=[CH:16]4)=[CH:11][CH:10]=3)=[CH:4][CH:3]=1.C(Cl)(Cl)Cl.B(Br)(Br)Br, predict the reaction product. The product is: [NH2:1][C:2]1[CH:7]=[CH:6][C:5]([C:8]2[C:9]3[NH:13][C:12]([C:14]([C:52]4[CH:53]=[C:54]([OH:60])[CH:55]=[C:56]([OH:58])[CH:57]=4)=[C:15]4[N:51]=[C:18]([C:19]([C:41]5[CH:46]=[C:45]([OH:47])[CH:44]=[C:43]([OH:49])[CH:42]=5)=[C:20]5[NH:40][C:23](=[C:24]([C:30]6[CH:35]=[C:34]([OH:36])[CH:33]=[C:32]([OH:38])[CH:31]=6)[C:25]6[CH:26]=[CH:27][C:28]=2[N:29]=6)[CH:22]=[CH:21]5)[CH:17]=[CH:16]4)=[CH:11][CH:10]=3)=[CH:4][CH:3]=1.